From a dataset of Forward reaction prediction with 1.9M reactions from USPTO patents (1976-2016). Predict the product of the given reaction. (1) The product is: [CH3:18][C:19]1[CH:20]=[CH:21][C:22]([C:23]([O:25][C@H:26]2[C:30]([Cl:32])([Cl:31])[CH:29]([OH:33])[O:28][C@@H:27]2[CH2:34][O:35][C:36](=[O:44])[C:37]2[CH:38]=[CH:39][C:40]([CH3:43])=[CH:41][CH:42]=2)=[O:24])=[CH:45][CH:46]=1. Given the reactants C(O[AlH-](OC(C)(C)C)OC(C)(C)C)(C)(C)C.[Li+].[CH3:18][C:19]1[CH:46]=[CH:45][C:22]([C:23]([O:25][C@H:26]2[C:30]([Cl:32])([Cl:31])[C:29](=[O:33])[O:28][C@@H:27]2[CH2:34][O:35][C:36](=[O:44])[C:37]2[CH:42]=[CH:41][C:40]([CH3:43])=[CH:39][CH:38]=2)=[O:24])=[CH:21][CH:20]=1, predict the reaction product. (2) Given the reactants [Cl:1][C:2]1[CH:7]=[CH:6][C:5]([CH:8]([CH3:13])[C:9]([O:11][CH3:12])=[O:10])=[CH:4][CH:3]=1.[CH3:14][C:15]([O-:18])([CH3:17])[CH3:16].[K+].[C:20]([O-])(=[O:23])[CH:21]=C.[CH2:25]1COCC1, predict the reaction product. The product is: [Cl:1][C:2]1[CH:3]=[CH:4][C:5]([C:8]([CH3:25])([CH2:13][CH2:21][C:20]([O:18][C:15]([CH3:17])([CH3:16])[CH3:14])=[O:23])[C:9]([O:11][CH3:12])=[O:10])=[CH:6][CH:7]=1. (3) Given the reactants [CH3:1][C:2]1([CH3:27])[CH2:11][CH2:10][C:9]([CH3:13])([CH3:12])[C:8]2[CH:7]=[C:6]([C:14]3([CH3:26])[C:18]4[CH:19]=[C:20]([C:23](O)=[O:24])[CH:21]=[CH:22][C:17]=4[O:16][CH2:15]3)[CH:5]=[CH:4][C:3]1=2.ON1C2C=CC=CC=2N=N1.[NH:38]1[CH2:43][CH2:42][O:41][CH2:40][CH2:39]1.O, predict the reaction product. The product is: [CH3:1][C:2]1([CH3:27])[CH2:11][CH2:10][C:9]([CH3:12])([CH3:13])[C:8]2[CH:7]=[C:6]([C:14]3([CH3:26])[C:18]4[CH:19]=[C:20]([C:23]([N:38]5[CH2:43][CH2:42][O:41][CH2:40][CH2:39]5)=[O:24])[CH:21]=[CH:22][C:17]=4[O:16][CH2:15]3)[CH:5]=[CH:4][C:3]1=2. (4) Given the reactants Cl[CH:2]([C:18]1[CH:23]=[CH:22][C:21]([F:24])=[CH:20][C:19]=1[F:25])[C:3]1[N:7]([CH3:8])[N:6]=[C:5]([CH3:9])[C:4]=1[C:10]1[C:15]([F:16])=[CH:14][CH:13]=[CH:12][C:11]=1[F:17].[CH3:26][NH2:27], predict the reaction product. The product is: [F:25][C:19]1[CH:20]=[C:21]([F:24])[CH:22]=[CH:23][C:18]=1[CH:2]([C:3]1[N:7]([CH3:8])[N:6]=[C:5]([CH3:9])[C:4]=1[C:10]1[C:15]([F:16])=[CH:14][CH:13]=[CH:12][C:11]=1[F:17])[NH:27][CH3:26]. (5) Given the reactants C([O:3][C:4]([C:6]1[CH:11]=[CH:10][CH:9]=[C:8]([CH:12]2[CH2:14][CH2:13]2)[N:7]=1)=[O:5])C.[Li+].[OH-].O.Cl, predict the reaction product. The product is: [CH:12]1([C:8]2[N:7]=[C:6]([C:4]([OH:5])=[O:3])[CH:11]=[CH:10][CH:9]=2)[CH2:13][CH2:14]1. (6) Given the reactants [CH2:1]([S:4](Cl)(=[O:6])=[O:5])[CH2:2][CH3:3].[Cl:8][C:9]1[CH:14]=[C:13]([Cl:15])[CH:12]=[CH:11][C:10]=1[N:16]1[C:20]([C:21]2[CH:26]=[CH:25][C:24]([OH:27])=[CH:23][CH:22]=2)=[C:19]([CH3:28])[C:18]([C:29]([NH:31][C:32]2([C:37]([O:39][CH3:40])=[O:38])[CH2:36][CH2:35][CH2:34][CH2:33]2)=[O:30])=[N:17]1.O, predict the reaction product. The product is: [Cl:8][C:9]1[CH:14]=[C:13]([Cl:15])[CH:12]=[CH:11][C:10]=1[N:16]1[C:20]([C:21]2[CH:22]=[CH:23][C:24]([O:27][S:4]([CH2:1][CH2:2][CH3:3])(=[O:6])=[O:5])=[CH:25][CH:26]=2)=[C:19]([CH3:28])[C:18]([C:29]([NH:31][C:32]2([C:37]([O:39][CH3:40])=[O:38])[CH2:36][CH2:35][CH2:34][CH2:33]2)=[O:30])=[N:17]1. (7) The product is: [C:22]([O:21][C:19]([N:16]1[CH2:17][CH2:18][N:13]([CH:8]([C:5]2[CH:6]=[CH:7][C:2]([C:27]#[N:28])=[CH:3][CH:4]=2)[C:9]([O:11][CH3:12])=[O:10])[C:14](=[O:26])[CH2:15]1)=[O:20])([CH3:25])([CH3:24])[CH3:23]. Given the reactants Br[C:2]1[CH:7]=[CH:6][C:5]([CH:8]([N:13]2[CH2:18][CH2:17][N:16]([C:19]([O:21][C:22]([CH3:25])([CH3:24])[CH3:23])=[O:20])[CH2:15][C:14]2=[O:26])[C:9]([O:11][CH3:12])=[O:10])=[CH:4][CH:3]=1.[CH3:27][N:28](C=O)C.C(OCC)(=O)C.N, predict the reaction product.